This data is from Experimentally validated miRNA-target interactions with 360,000+ pairs, plus equal number of negative samples. The task is: Binary Classification. Given a miRNA mature sequence and a target amino acid sequence, predict their likelihood of interaction. (1) The miRNA is mmu-miR-342-5p with sequence AGGGGUGCUAUCUGUGAUUGAG. The protein sequence of the target gene is MFGSSRGGVRGGQDQFNWEDVKTDKQRENYLGNSLMAPVGRWQKGRDLTWYAKGRAPCAGPSREEELAAVREAEREALLAALGYKNVKKQPTGLSKEDFAEVCKREGGDPEEKGVDRLLGLGSASGSVGRVAMSREDKEAAKLGLSVFTHHRVESGGPGTSAASARRKPRAEDQTESSCESHRKSKKEKKKKKKRKHKKEKKKKDKEHRRPAEATSSPTSPERPRHHHHDSDSNSPCCKRRKRGHSGDRRSPSRRWHDRGSEA. Result: 0 (no interaction). (2) The miRNA is hsa-miR-7856-5p with sequence UUUUAAGGACACUGAGGGAUC. The protein sequence of the target gene is MSSSSYAKNGTADGPHSPTSQVARGTTTRRSRLKRSDGSTTSTSFILRQGSADSYTSRPSDSDVSLEEDREAIRQEREQQAAIQLERAKSKPVAFAVKTNVSYCGALDEDVPVPSTAISFDAKDFLHIKEKYNNDWWIGRLVKEGCEIGFIPSPLRLENIRIQQEQKRGRFHGGKSSGNSSSSLGEMVSGTFRATPTSTAKQKQKVTEHIPPYDVVPSMRPVVLVGPSLKGYEVTDMMQKALFDFLKHRFDGRISITRVTADISLAKRSVLNNPSKRAIIERSNTRSSLAEVQSEIERIF.... Result: 0 (no interaction). (3) The miRNA is hsa-miR-5695 with sequence ACUCCAAGAAGAAUCUAGACAG. The protein sequence of the target gene is MATAASNPYLPGNSLLTAGSIVHSDAAGAGGGGGGGGGGGGGAGGGGGGMQPGSAAVTSGAYRGDPSSVKMVQSDFMQGAMAASNGGHMLSHAHQWVTALPHAAAAAAAAAAAAVEASSPWSGSAVGMAGSPQQPPQPPPPPPQGPDVKGGAGREDLHAGTALHHRGPPHLGPPPPPPHQGHPGGWGAAAAAAAAAAAAAAAAHLPSMAGGQQPPPQSLLYSQPGGFTVNGMLSAPPGPGGGGGGAGGGAQSLVHPGLVRGDTPELAEHHHHHHHHAHPHPPHPHHAQGPPHHGGGGAGP.... Result: 0 (no interaction). (4) The miRNA is hsa-miR-7150 with sequence CUGGCAGGGGGAGAGGUA. The protein sequence of the target gene is MWCASPVAVVAFCAGLLVSHPVLTQGQEAGGRPGADCEVCKEFLNRFYKSLIDRGVNFSLDTIEKELISFCLDTKGKENRLCYYLGATKDAATKILSEVTRPMSVHMPAMKICEKLKKLDSQICELKYEKTLDLASVDLRKMRVAELKQILHSWGEECRACAEKTDYVNLIQELAPKYAATHPKTEL. Result: 1 (interaction). (5) The miRNA is hsa-miR-6864-5p with sequence UUGAAGGGACAAGUCAGAUAUGCC. The protein sequence of the target gene is MDVFMKGLSKAKEGVVAAAEKTKQGVAEAAGKTKEGVLYVGSKTKEGVVHGVTTVAEKTKEQVTNVGGAVVTGVTAVAQKTVEGAGNIAAATGFVKKDQMGKGEEGYPQEGILEDMPVDPGSEAYEMPSEEGYQDYEPEA. Result: 0 (no interaction). (6) The miRNA is mmu-miR-433-5p with sequence UACGGUGAGCCUGUCAUUAUUC. The protein sequence of the target gene is MYHSLSETRHPLQPEEQEVGIDPLSSYSNKSGGDSNKNGRRTSSTLDSEGTFNSYRKEWEELFVNNNYLATIRQKGINGQLRSSRFRSICWKLFLCVLPQDKSQWISRIEELRAWYSNIKEIHITNPRKVVGQQDLMINNPLSQDEGSLWNKFFQDKELRSMIEQDVKRTFPEMQFFQQENVRKILTDVLFCYARENEQLLYKQGMHELLAPIVFVLHCDHQAFLHASESAQPSEEMKTVLNPEYLEHDAYAVFSQLMETAEPWFSTFEHDGQKGKETLMTPIPFARPQDLGPTIAIVTK.... Result: 0 (no interaction).